This data is from Forward reaction prediction with 1.9M reactions from USPTO patents (1976-2016). The task is: Predict the product of the given reaction. (1) Given the reactants [CH3:1][NH+:2]([CH3:9])[CH2:3][CH2:4][CH2:5][C:6]([O-])=[O:7].[CH2:10](Br)[CH3:11].C(O)(C)C.[OH-:17].[K+], predict the reaction product. The product is: [CH2:10]([N+:2]([CH3:9])([CH3:1])[CH2:3][CH2:4][CH2:5][C:6]([O-:7])=[O:17])[CH3:11]. (2) Given the reactants [F:1][C:2]1[CH:3]=[C:4]([C:9]2[C:18]3[C:13](=[CH:14][CH:15]=[CH:16][CH:17]=3)[O:12][C:11](=[O:19])[C:10]=2F)[CH:5]=[C:6]([F:8])[CH:7]=1.[F:21][C:22]([F:34])([F:33])[C:23]([C:27]1[S:31][C:30]([SH:32])=[N:29][CH:28]=1)([OH:26])[CH2:24][CH3:25].C(=O)([O-])[O-].[K+].[K+], predict the reaction product. The product is: [F:1][C:2]1[CH:3]=[C:4]([C:9]2[C:18]3[C:13](=[CH:14][C:15]([S:32][C:30]4[S:31][C:27]([C:23]([OH:26])([C:22]([F:21])([F:33])[F:34])[CH2:24][CH3:25])=[CH:28][N:29]=4)=[CH:16][CH:17]=3)[O:12][C:11](=[O:19])[CH:10]=2)[CH:5]=[C:6]([F:8])[CH:7]=1. (3) Given the reactants [CH3:1][C:2]1[N:3]([C:7]2[CH:12]=[CH:11][C:10]([NH:13][C:14]3[N:15]=[C:16](OS(C(F)(F)F)(=O)=O)[C:17]4[CH2:23][N:22]([C:24]([O:26][C:27]([CH3:30])([CH3:29])[CH3:28])=[O:25])[CH2:21][CH2:20][C:18]=4[N:19]=3)=[CH:9][CH:8]=2)[CH:4]=[CH:5][N:6]=1.[CH2:39]([NH:46][CH2:47][CH2:48][OH:49])[C:40]1[CH:45]=[CH:44][CH:43]=[CH:42][CH:41]=1, predict the reaction product. The product is: [CH2:39]([N:46]([CH2:47][CH2:48][OH:49])[C:16]1[C:17]2[CH2:23][N:22]([C:24]([O:26][C:27]([CH3:29])([CH3:28])[CH3:30])=[O:25])[CH2:21][CH2:20][C:18]=2[N:19]=[C:14]([NH:13][C:10]2[CH:9]=[CH:8][C:7]([N:3]3[CH:4]=[CH:5][N:6]=[C:2]3[CH3:1])=[CH:12][CH:11]=2)[N:15]=1)[C:40]1[CH:45]=[CH:44][CH:43]=[CH:42][CH:41]=1. (4) Given the reactants C(=O)([O-])[O-].[Cs+].[Cs+].C1C=CC(P(C2C(C3C(P(C4C=CC=CC=4)C4C=CC=CC=4)=CC=C4C=3C=CC=C4)=C3C(C=CC=C3)=CC=2)C2C=CC=CC=2)=CC=1.Cl[C:54]1[C:55]2[CH2:70][S:69](=O)(=O)[CH2:68][C:56]=2[N:57]=[C:58]([C:60]2[CH:65]=[CH:64][C:63]([F:66])=[C:62]([F:67])[CH:61]=2)[N:59]=1.[NH:73]1[C:81]2[C:76](=[CH:77][CH:78]=[C:79]([O:82][CH2:83][C:84]([N:86]([CH3:88])[CH3:87])=[O:85])[CH:80]=2)[CH2:75][CH2:74]1, predict the reaction product. The product is: [F:67][C:62]1[CH:61]=[C:60]([C:58]2[N:59]=[C:54]([N:73]3[C:81]4[C:76](=[CH:77][CH:78]=[C:79]([O:82][CH2:83][C:84]([N:86]([CH3:88])[CH3:87])=[O:85])[CH:80]=4)[CH2:75][CH2:74]3)[C:55]3[CH2:70][S:69][CH2:68][C:56]=3[N:57]=2)[CH:65]=[CH:64][C:63]=1[F:66]. (5) The product is: [Cl:4][C:11]1[C:12]([CH3:14])=[CH:13][C:8]([O:7][CH3:6])=[C:9]([CH3:28])[C:10]=1[C:15]1[C:24]2[N:23]=[CH:22][CH:21]=[N:20][C:19]=2[C:18]([C:25]([OH:27])=[O:26])=[CH:17][CH:16]=1. Given the reactants S(Cl)([Cl:4])(=O)=O.[CH3:6][O:7][C:8]1[C:9]([CH3:28])=[C:10]([C:15]2[C:24]3[N:23]=[CH:22][CH:21]=[N:20][C:19]=3[C:18]([C:25]([OH:27])=[O:26])=[CH:17][CH:16]=2)[CH:11]=[C:12]([CH3:14])[CH:13]=1, predict the reaction product.